From a dataset of Forward reaction prediction with 1.9M reactions from USPTO patents (1976-2016). Predict the product of the given reaction. Given the reactants [Cl:1][C:2]1[CH:3]=[C:4]2[C:9](=[CH:10][CH:11]=1)[CH:8]=[C:7]([S:12]([N:15]([CH2:31][C:32](=[O:35])[CH2:33][CH3:34])[C@H:16]1[CH2:20][CH2:19][N:18]([C@@H:21]([CH3:29])[C:22]([O:24]C(C)(C)C)=[O:23])[C:17]1=[O:30])(=[O:14])=[O:13])[CH:6]=[CH:5]2.FC(F)(F)C(O)=O, predict the reaction product. The product is: [Cl:1][C:2]1[CH:3]=[C:4]2[C:9](=[CH:10][CH:11]=1)[CH:8]=[C:7]([S:12]([N:15]([CH2:31][C:32](=[O:35])[CH2:33][CH3:34])[C@H:16]1[CH2:20][CH2:19][N:18]([C@@H:21]([CH3:29])[C:22]([OH:24])=[O:23])[C:17]1=[O:30])(=[O:14])=[O:13])[CH:6]=[CH:5]2.